From a dataset of Reaction yield outcomes from USPTO patents with 853,638 reactions. Predict the reaction yield, written as a fraction of the theoretical maximum amount of product (1.0 means a 100% yield; for example, 0.34 means a 34% yield). (1) The reactants are [CH3:1][N:2]1[CH:6]=[CH:5][N:4]=[C:3]1[C:7]1[CH:16]=[CH:15][C:14]2[C:9](=[C:10]([C:17]3[CH:22]=[CH:21][C:20]([C:23]4[CH:24]=[N:25][N:26]([CH3:28])[CH:27]=4)=[CH:19][CH:18]=3)[CH:11]=[N:12][CH:13]=2)[N:8]=1.ClC1C=C(C=CC=1)C(OO)=[O:34].[OH-].[Na+]. The catalyst is ClCCl. The product is [CH3:1][N:2]1[CH:6]=[CH:5][N:4]=[C:3]1[C:7]1[CH:16]=[CH:15][C:14]2[C:9](=[C:10]([C:17]3[CH:18]=[CH:19][C:20]([C:23]4[CH:24]=[N:25][N:26]([CH3:28])[CH:27]=4)=[CH:21][CH:22]=3)[CH:11]=[N+:12]([O-:34])[CH:13]=2)[N:8]=1. The yield is 0.140. (2) The reactants are C(OC([N:8]1[CH2:12][CH2:11][S:10][C@H:9]1[C:13]([O:15][C@H:16]([C:27]1[CH:32]=[CH:31][C:30]([O:33][CH:34]([F:36])[F:35])=[C:29]([O:37][CH2:38][CH:39]2[CH2:41][CH2:40]2)[CH:28]=1)[CH2:17][C:18]1[C:23]([Cl:24])=[CH:22][N+:21]([O-:25])=[CH:20][C:19]=1[Cl:26])=[O:14])=O)(C)(C)C.Cl. The catalyst is C(OCC)(=O)C. The product is [ClH:24].[Cl:26][C:19]1[CH:20]=[N+:21]([O-:25])[CH:22]=[C:23]([Cl:24])[C:18]=1[CH2:17][C@@H:16]([C:27]1[CH:32]=[CH:31][C:30]([O:33][CH:34]([F:36])[F:35])=[C:29]([O:37][CH2:38][CH:39]2[CH2:41][CH2:40]2)[CH:28]=1)[O:15][C:13]([C@H:9]1[NH:8][CH2:12][CH2:11][S:10]1)=[O:14]. The yield is 0.840. (3) The reactants are [Cl:1][C:2]1[C:3]([N:30]([CH3:32])[CH3:31])=[CH:4][C:5]2[O:10][CH:9]([C:11]([N:13]3[CH2:18][CH2:17][C:16]([CH2:21][C:22]4[CH:27]=[CH:26][C:25]([F:28])=[CH:24][CH:23]=4)([C:19]#[N:20])[CH2:15][CH2:14]3)=[O:12])[CH2:8][NH:7][C:6]=2[CH:29]=1.C(N(CC)CC)C.[CH3:40][S:41](Cl)(=[O:43])=[O:42]. The catalyst is C(Cl)Cl. The product is [Cl:1][C:2]1[C:3]([N:30]([CH3:31])[CH3:32])=[CH:4][C:5]2[O:10][CH:9]([C:11]([N:13]3[CH2:14][CH2:15][C:16]([CH2:21][C:22]4[CH:23]=[CH:24][C:25]([F:28])=[CH:26][CH:27]=4)([C:19]#[N:20])[CH2:17][CH2:18]3)=[O:12])[CH2:8][N:7]([S:41]([CH3:40])(=[O:43])=[O:42])[C:6]=2[CH:29]=1. The yield is 0.597. (4) The reactants are [CH3:1][O:2][C:3]1[CH:4]=[C:5]2[C:10](=[CH:11][C:12]=1[O:13][CH3:14])[N:9]=[CH:8][CH:7]=[C:6]2[O:15][C:16]1[CH:17]=[C:18]2[C:22](=[CH:23][CH:24]=1)[NH:21][CH:20]=[CH:19]2.[H-].[Na+].[C:27](Cl)(=[O:29])[CH3:28].O. The catalyst is CN(C)C=O. The product is [CH3:1][O:2][C:3]1[CH:4]=[C:5]2[C:10](=[CH:11][C:12]=1[O:13][CH3:14])[N:9]=[CH:8][CH:7]=[C:6]2[O:15][C:16]1[CH:17]=[C:18]2[C:22](=[CH:23][CH:24]=1)[N:21]([C:27](=[O:29])[CH3:28])[CH:20]=[CH:19]2. The yield is 0.410. (5) The reactants are C[O:2][C:3](=[O:32])[C@H:4]([CH2:17][C:18]1[CH:23]=[CH:22][C:21]([C:24]2[C:25](=[O:31])[N:26]([CH3:30])[CH:27]=[CH:28][CH:29]=2)=[CH:20][CH:19]=1)[NH:5][C:6]([C:8]1[CH:13]=[C:12]([O:14][CH3:15])[CH:11]=[CH:10][C:9]=1[Br:16])=[O:7].O.[OH-].[Li+].CO.C(O)(=O)C. The catalyst is C1COCC1.O. The product is [Br:16][C:9]1[CH:10]=[CH:11][C:12]([O:14][CH3:15])=[CH:13][C:8]=1[C:6]([NH:5][C@H:4]([C:3]([OH:32])=[O:2])[CH2:17][C:18]1[CH:23]=[CH:22][C:21]([C:24]2[C:25](=[O:31])[N:26]([CH3:30])[CH:27]=[CH:28][CH:29]=2)=[CH:20][CH:19]=1)=[O:7]. The yield is 0.780. (6) The product is [Br:1][C:2]1[CH:3]=[CH:4][C:5]([C:8]([C:10]2[CH:11]=[N:12][CH:13]=[N:14][CH:15]=2)([OH:9])[C:16]([CH3:18])([CH3:17])[CH2:19][CH3:20])=[N:6][CH:7]=1. The catalyst is C1COCC1. The reactants are [Br:1][C:2]1[CH:3]=[CH:4][C:5]([C:8]([C:10]2[CH:11]=[N:12][CH:13]=[N:14][CH:15]=2)=[O:9])=[N:6][CH:7]=1.[C:16]([Mg]Cl)([CH2:19][CH3:20])([CH3:18])[CH3:17].CCOCC. The yield is 0.490.